This data is from Experimentally validated miRNA-target interactions with 360,000+ pairs, plus equal number of negative samples. The task is: Binary Classification. Given a miRNA mature sequence and a target amino acid sequence, predict their likelihood of interaction. (1) The miRNA is mmu-miR-17-5p with sequence CAAAGUGCUUACAGUGCAGGUAG. The protein sequence of the target gene is MSMEDYDFLFKIVLIGNAGVGKTCLVRRFTQGLFPPGQGATIGVDFMIKTVEINGEKVKLQIWDTAGQERFRSITQSYYRSANALILTYDITCEESFRCLPEWLREIEQYASNKVITVLVGNKIDLAERREVSQQRAEEFSEAQDMYYLETSAKESDNVEKLFLDLACRLISEARQNTLVNNVSSPLPGEGKSISYLTCCNFN. Result: 1 (interaction). (2) The miRNA is hsa-miR-6862-5p with sequence CGGGCAUGCUGGGAGAGACUUU. The protein sequence of the target gene is MSCTRMIQVLDPRPLTSSVMPVDVAMRLCLAHSPPVKSFLGPYDEFQRRHFVNKLKPLKSCLNIKHKAKSQNDWKCSHNQAKKRVVFADSKGLSLTAIHVFSDLPEEPAWDLQFDLLDLNDISSALKHHEEKNLILDFPQPSTDYLSFRSHFQKNFVCLENCSLQERTVTGTVKVKNVSFEKKVQIRITFDSWKNYTDVDCVYMKNVYGGTDSDTFSFAIDLPPVIPTEQKIEFCISYHANGQVFWDNNDGQNYRIVHVQWKPDGVQTQMAPQDCAFHQTSPKTELESTIFGSPRLASGL.... Result: 0 (no interaction). (3) The miRNA is hsa-miR-4258 with sequence CCCCGCCACCGCCUUGG. The protein sequence of the target gene is MAQPRIPAARGAAASLQAQNGAASASGSPYTNGPVHNTLMSPQVSSSQGYDSQPPGSYPRPMPAKTLNPFSAQSNYGGSQGSGQTLNSPLVTSGPVLPSLHSGPVPRMPLPTSQNPAATPMPSGSFLPGANPPPPLNWQYNYPSTGPQTNHFPHVAPPTLPGNPNLTADHQYVSSGDPALQTSFKKPGSALPLQNPPLPPTFQPGAPPGPPPAGGPPPSRGPAPQKTPPRAAPPPSFNSAVNQEGITSNANNGSTAAHNTYDEIEGGGFLATPQLVNQNPKTSRSVGSAYPSLPPGYQNS.... Result: 0 (no interaction). (4) The miRNA is hsa-miR-199a-5p with sequence CCCAGUGUUCAGACUACCUGUUC. The protein sequence of the target gene is MEALEVDDISPALEVTEDFFSTFDSKLEKAVQQAEVYGIQEVPELVGHEVLGNIADNGALRSVASLGKGTMIWDHCKSRLLETKAQNVFPAKEQLMVQRGTAPDNLSWMAQKEASTFNFFNICQRRRDRPRSVNDLLDETTTFKPGHARSRSDVTHVDWRVVLSTMPLQQQQQQQQASLQGIHFPGPSFLLSSPSKVEDAQGNTEHKQTFPNILKKGYLEIRKNHDSYWQSCYAELSPYNLNFYSLDSSGNQNLYATYQLSHFQSISVLGNLEARMVDTVLYDNSQLQLKAESPWEALDW.... Result: 0 (no interaction). (5) The miRNA is hsa-miR-1227-3p with sequence CGUGCCACCCUUUUCCCCAG. The protein sequence of the target gene is MKMADAKQKRNEQLKRWIGSETDLEPPVVKRQKTKVKFDDGAVFLAACSSGDTDEVLKLLHRGADINYANVDGLTALHQACIDDNVDMVKFLVENGANINQPDNEGWIPLHAAASCGYLDIAEFLIGQGAHVGAVNSEGDTPLDIAEEEAMEELLQNEVNRQGVDIEAARKEEERIMLRDARQWLNSGHISDVRHAKSGGTALHVAAAKGYTEVLKLLIQAGYDVNIKDYDGWTPLHAAAHWGKEEACRILVDNLCDMETVNKVGQTAFDVADEDILGYLEELQKKQNLLHSEKRDKKSP.... Result: 0 (no interaction).